From a dataset of Full USPTO retrosynthesis dataset with 1.9M reactions from patents (1976-2016). Predict the reactants needed to synthesize the given product. (1) The reactants are: ClC(Cl)(Cl)[C:3]([C:5]1[N:14]2[C:8]([CH2:9][N:10]([C:19]([C:21]3[CH:26]=[CH:25][C:24]([C:27]4[CH:32]=[CH:31][CH:30]=[CH:29][C:28]=4[CH3:33])=[C:23]([CH3:34])[CH:22]=3)=[O:20])[C:11]3[CH:18]=[CH:17][CH:16]=[CH:15][C:12]=3[CH2:13]2)=[CH:7][CH:6]=1)=[O:4].CS(C)=O.[CH3:41][O:42][C:43]1[CH:48]=[CH:47][C:46]([C:49]2[O:53][N:52]=[C:51]([CH2:54][NH2:55])[N:50]=2)=[CH:45][CH:44]=1. Given the product [CH3:34][C:23]1[CH:22]=[C:21]([C:19]([N:10]2[C:11]3[CH:18]=[CH:17][CH:16]=[CH:15][C:12]=3[CH2:13][N:14]3[C:5]([C:3]([NH:55][CH2:54][C:51]4[N:50]=[C:49]([C:46]5[CH:45]=[CH:44][C:43]([O:42][CH3:41])=[CH:48][CH:47]=5)[O:53][N:52]=4)=[O:4])=[CH:6][CH:7]=[C:8]3[CH2:9]2)=[O:20])[CH:26]=[CH:25][C:24]=1[C:27]1[CH:32]=[CH:31][CH:30]=[CH:29][C:28]=1[CH3:33], predict the reactants needed to synthesize it. (2) Given the product [CH2:24]([O:23][C:21](=[O:22])[C:20]([C:10]([C:3]1[C:2]([Cl:1])=[CH:7][C:6]([Cl:8])=[C:5]([Cl:9])[N:4]=1)=[O:12])=[CH:19][NH:34][C@H:35]([CH2:39][OH:40])[CH:36]([CH3:38])[CH3:37])[CH3:25], predict the reactants needed to synthesize it. The reactants are: [Cl:1][C:2]1[C:3]([C:10]([OH:12])=O)=[N:4][C:5]([Cl:9])=[C:6]([Cl:8])[CH:7]=1.S(Cl)(Cl)=O.CN(C)[CH:19]=[CH:20][C:21]([O:23][CH2:24][CH3:25])=[O:22].C(N(CC)CC)C.[NH2:34][C@H:35]([CH2:39][OH:40])[CH:36]([CH3:38])[CH3:37]. (3) Given the product [CH:9]1[C:10]2[C:5](=[CH:4][CH:3]=[C:2]([CH2:15][OH:16])[CH:1]=2)[CH:6]=[CH:7][C:8]=1[CH2:11][OH:12], predict the reactants needed to synthesize it. The reactants are: [CH:1]1[C:10]2[C:5](=[CH:6][CH:7]=[C:8]([C:11](OC)=[O:12])[CH:9]=2)[CH:4]=[CH:3][C:2]=1[C:15](OC)=[O:16].[H-].[H-].[H-].[H-].[Li+].[Al+3]. (4) Given the product [CH3:1][O:2][C:3]1[CH:4]=[C:5]2[C:10](=[CH:11][C:12]=1[O:13][CH3:14])[N:9]=[CH:8][N:7]=[C:6]2[O:15][C:16]1[CH:22]=[CH:21][C:19]([NH:20][C:27]([NH:35][CH:36]2[CH2:37][C:38]([CH3:45])([CH3:44])[NH:39][C:40]([CH3:43])([CH3:42])[CH2:41]2)=[O:33])=[CH:18][CH:17]=1, predict the reactants needed to synthesize it. The reactants are: [CH3:1][O:2][C:3]1[CH:4]=[C:5]2[C:10](=[CH:11][C:12]=1[O:13][CH3:14])[N:9]=[CH:8][N:7]=[C:6]2[O:15][C:16]1[CH:22]=[CH:21][C:19]([NH2:20])=[CH:18][CH:17]=1.ClC(Cl)(O[C:27](=[O:33])OC(Cl)(Cl)Cl)Cl.[NH2:35][CH:36]1[CH2:41][C:40]([CH3:43])([CH3:42])[NH:39][C:38]([CH3:45])([CH3:44])[CH2:37]1.C(=O)([O-])O.[Na+]. (5) Given the product [CH3:41][C:42]1([CH3:50])[O:46][CH:45]([C:47]([N:4]2[CH2:5][CH2:6][C@H:7]([O:8][C:9]3[CH:16]=[CH:15][C:14]([C:17]4[N:22]=[C:21]([NH:23][C:24]5[CH:29]=[CH:28][C:27]([N:30]6[CH2:31][CH2:32][N:33]([CH:36]7[CH2:39][O:38][CH2:37]7)[CH2:34][CH2:35]6)=[C:26]([CH3:40])[CH:25]=5)[N:20]=[CH:19][N:18]=4)=[CH:13][C:10]=3[C:11]#[N:12])[C@H:2]([F:1])[CH2:3]2)=[O:48])[CH2:44][O:43]1, predict the reactants needed to synthesize it. The reactants are: [F:1][C@H:2]1[C@@H:7]([O:8][C:9]2[CH:16]=[CH:15][C:14]([C:17]3[N:22]=[C:21]([NH:23][C:24]4[CH:29]=[CH:28][C:27]([N:30]5[CH2:35][CH2:34][N:33]([CH:36]6[CH2:39][O:38][CH2:37]6)[CH2:32][CH2:31]5)=[C:26]([CH3:40])[CH:25]=4)[N:20]=[CH:19][N:18]=3)=[CH:13][C:10]=2[C:11]#[N:12])[CH2:6][CH2:5][NH:4][CH2:3]1.[CH3:41][C:42]1([CH3:50])[O:46][CH:45]([C:47](O)=[O:48])[CH2:44][O:43]1.C(N(C(C)C)CC)(C)C.F[P-](F)(F)(F)(F)F.CN(C(N(C)C)=[N+]1C2C(=NC=CC=2)[N+]([O-])=N1)C.CN(C(ON1N=NC2C=CC=NC1=2)=[N+](C)C)C.F[P-](F)(F)(F)(F)F. (6) Given the product [C:3]([NH:6][C:7]1[CH:8]=[C:9]2[C:13](=[CH:14][CH:15]=1)[NH:12][C:11]([C:23]([OH:25])=[O:24])=[CH:10]2)(=[O:5])[CH3:4], predict the reactants needed to synthesize it. The reactants are: [OH-].[Li+].[C:3]([NH:6][C:7]1[CH:8]=[C:9]2[C:13](=[CH:14][CH:15]=1)[N:12](C(OC(C)(C)C)=O)[C:11]([C:23]([O:25]CC)=[O:24])=[CH:10]2)(=[O:5])[CH3:4].CO.O. (7) Given the product [OH:2][CH2:1][C:3]1[CH:4]=[C:5]([C:9]2[CH:14]=[CH:13][CH:12]=[C:11]([CH2:15][O:16][C:17]3[CH:18]=[CH:19][C:20]([CH2:23][CH2:24][C:25]([O:27][CH3:28])=[O:26])=[CH:21][CH:22]=3)[CH:10]=2)[CH:6]=[CH:7][CH:8]=1, predict the reactants needed to synthesize it. The reactants are: [CH:1]([C:3]1[CH:4]=[C:5]([C:9]2[CH:14]=[CH:13][CH:12]=[C:11]([CH2:15][O:16][C:17]3[CH:22]=[CH:21][C:20]([CH2:23][CH2:24][C:25]([O:27][CH3:28])=[O:26])=[CH:19][CH:18]=3)[CH:10]=2)[CH:6]=[CH:7][CH:8]=1)=[O:2].[BH4-].[Na+].Cl.